From a dataset of Forward reaction prediction with 1.9M reactions from USPTO patents (1976-2016). Predict the product of the given reaction. (1) Given the reactants [F:1][C:2]1[CH:7]=[CH:6][CH:5]=[C:4]([OH:8])[C:3]=1[OH:9].[C:10](Cl)(Cl)=[S:11].[OH-].[Na+], predict the reaction product. The product is: [F:1][C:2]1[C:3]2[O:9][C:10](=[S:11])[O:8][C:4]=2[CH:5]=[CH:6][CH:7]=1. (2) Given the reactants [OH:1][CH2:2][NH:3][C:4]([C:6]1[S:10][N:9]=[C:8]([Cl:11])[C:7]=1[Cl:12])=[O:5].[F:13][C:14]([F:25])([F:24])[C:15]1[CH:20]=[CH:19][C:18]([N:21]=[C:22]=[O:23])=[CH:17][CH:16]=1, predict the reaction product. The product is: [F:13][C:14]([F:24])([F:25])[C:15]1[CH:16]=[CH:17][C:18]([NH:21][C:22]([O:1][CH2:2][NH:3][C:4]([C:6]2[S:10][N:9]=[C:8]([Cl:11])[C:7]=2[Cl:12])=[O:5])=[O:23])=[CH:19][CH:20]=1. (3) Given the reactants [CH3:1][C:2]1(C)[O:6][C@@H:5]([CH2:7][CH2:8]O)[CH2:4][O:3]1.OC1C=CC(C=O)=CC=1.O[C:21]1[C:30]2[C:25](=[CH:26][CH:27]=[CH:28][CH:29]=2)[C:24](C=O)=[CH:23][CH:22]=1.CCOC(/[N:38]=N/C(OCC)=O)=O.C1C=CC(P(C2C=CC=CC=2)C2C=CC=CC=2)=CC=1, predict the reaction product. The product is: [CH:8]1[C:7]2[C:5](=[O:6])[C:4](=[O:3])[C:30]3[C:25](=[CH:24][CH:23]=[CH:22][CH:21]=3)[C:26]=2[CH:27]=[CH:28][CH:29]=1.[C:2]([O-:6])(=[O:3])[CH3:1].[NH4+:38]. (4) Given the reactants C([Li])CCC.[CH3:6][O:7][CH2:8][N:9]1[CH:13]=[CH:12][N:11]=[C:10]1[C:14]1[CH:19]=[CH:18][CH:17]=[CH:16][N:15]=1.[CH3:20][C:21]1[N:26]=[C:25]([C:27]([C:29]2[CH:34]=[CH:33][CH:32]=[C:31]([CH3:35])[N:30]=2)=[O:28])[CH:24]=[CH:23][CH:22]=1.O, predict the reaction product. The product is: [CH3:20][C:21]1[N:26]=[C:25]([C:27]([C:29]2[CH:34]=[CH:33][CH:32]=[C:31]([CH3:35])[N:30]=2)([C:12]2[NH:11][CH:10]([C:14]3[CH:19]=[CH:18][CH:17]=[CH:16][N:15]=3)[N:9]([CH2:8][O:7][CH3:6])[CH:13]=2)[OH:28])[CH:24]=[CH:23][CH:22]=1. (5) Given the reactants C(N)C[CH2:3][O:4][CH2:5][CH2:6][O:7]CCOCCCN.CN(CC1[CH:25]=[C:24]([CH2:26]N(C)C)[C:23](O)=C(CN(C)C)C=1)C.[N+]([O-])([O-])=O.[Ca+2].[N+]([O-])([O-])=O, predict the reaction product. The product is: [CH2:6]([O:7][C:24]([CH3:23])([CH3:25])[CH3:26])[CH:5]1[O:4][CH2:3]1. (6) Given the reactants [Cl:1][CH:2]([C:18]1[CH:23]=[CH:22][CH:21]=[CH:20][CH:19]=1)[C:3]([N:5]1[CH2:14][C:13]2[CH:12]=[N:11][C:10]3[NH:15][N:16]=[CH:17][C:9]=3[C:8]=2[CH2:7][CH2:6]1)=[O:4].[Br:24]N1C(=O)CCC1=O, predict the reaction product. The product is: [Br:24][C:17]1[C:9]2[C:8]3[CH2:7][CH2:6][N:5]([C:3](=[O:4])[CH:2]([Cl:1])[C:18]4[CH:23]=[CH:22][CH:21]=[CH:20][CH:19]=4)[CH2:14][C:13]=3[CH:12]=[N:11][C:10]=2[NH:15][N:16]=1.